From a dataset of Full USPTO retrosynthesis dataset with 1.9M reactions from patents (1976-2016). Predict the reactants needed to synthesize the given product. (1) Given the product [C:4]([C:8]1[CH:9]=[C:10]([C:50](=[O:52])[NH2:51])[C:11]([O:48][CH3:49])=[C:12]([NH:14][C:15](=[O:47])[NH:16][C:17]2[C:26]3[C:21](=[CH:22][CH:23]=[CH:24][CH:25]=3)[C:20]([O:27][C:28]3[CH:33]=[CH:32][N:31]=[C:30]([NH:34][C:35]4[CH:44]=[CH:43][C:38]([C:39]([OH:41])=[O:40])=[C:37]([O:45][CH3:46])[CH:36]=4)[CH:29]=3)=[CH:19][CH:18]=2)[CH:13]=1)([CH3:7])([CH3:5])[CH3:6], predict the reactants needed to synthesize it. The reactants are: O.[OH-].[Li+].[C:4]([C:8]1[CH:9]=[C:10]([C:50](=[O:52])[NH2:51])[C:11]([O:48][CH3:49])=[C:12]([NH:14][C:15](=[O:47])[NH:16][C:17]2[C:26]3[C:21](=[CH:22][CH:23]=[CH:24][CH:25]=3)[C:20]([O:27][C:28]3[CH:33]=[CH:32][N:31]=[C:30]([NH:34][C:35]4[CH:44]=[CH:43][C:38]([C:39]([O:41]C)=[O:40])=[C:37]([O:45][CH3:46])[CH:36]=4)[CH:29]=3)=[CH:19][CH:18]=2)[CH:13]=1)([CH3:7])([CH3:6])[CH3:5].CO.C(O)(=O)CC(CC(O)=O)(C(O)=O)O. (2) Given the product [NH2:21][C@H:19]([CH3:20])[CH2:18][N:13]1[CH:12]=[CH:11][C:10]([C:8]2[CH:9]=[C:4]([N+:1]([O-:3])=[O:2])[C:5]([C:15]#[N:16])=[N:6][CH:7]=2)=[N:14]1, predict the reactants needed to synthesize it. The reactants are: [N+:1]([C:4]1[C:5]([C:15]#[N:16])=[N:6][CH:7]=[C:8]([C:10]2[NH:14][N:13]=[CH:12][CH:11]=2)[CH:9]=1)([O-:3])=[O:2].O[CH2:18][C@H:19]([NH:21]C(=O)OC(C)(C)C)[CH3:20].